From a dataset of Full USPTO retrosynthesis dataset with 1.9M reactions from patents (1976-2016). Predict the reactants needed to synthesize the given product. Given the product [Cl:32][C:33]1[CH:38]=[CH:37][C:36]([C:39]2([OH:45])[CH2:40][CH2:41][N:42]([C:21]([C:20]3[CH:24]=[CH:25][CH:26]=[C:18]([C:16]4[CH:15]=[N:14][C:10]5[NH:11][CH2:12][CH2:13][N:8]([CH2:7][C:6]6[CH:27]=[C:2]([Cl:1])[CH:3]=[CH:4][C:5]=6[C:28]([F:30])([F:29])[F:31])[C:9]=5[CH:17]=4)[CH:19]=3)=[O:23])[CH2:43][CH2:44]2)=[CH:35][CH:34]=1, predict the reactants needed to synthesize it. The reactants are: [Cl:1][C:2]1[CH:3]=[CH:4][C:5]([C:28]([F:31])([F:30])[F:29])=[C:6]([CH:27]=1)[CH2:7][N:8]1[CH2:13][CH2:12][NH:11][C:10]2[N:14]=[CH:15][C:16]([C:18]3[CH:19]=[C:20]([CH:24]=[CH:25][CH:26]=3)[C:21]([OH:23])=O)=[CH:17][C:9]1=2.[Cl:32][C:33]1[CH:38]=[CH:37][C:36]([C:39]2([OH:45])[CH2:44][CH2:43][NH:42][CH2:41][CH2:40]2)=[CH:35][CH:34]=1.